Task: Predict the product of the given reaction.. Dataset: Forward reaction prediction with 1.9M reactions from USPTO patents (1976-2016) (1) Given the reactants [CH3:1][O:2][CH2:3][C@H:4]([OH:6])[CH3:5].[H-].[Na+].[NH2:9][C:10]1[C:15]([O:16][CH2:17][CH:18]2[CH2:23][CH2:22][N:21]([C:24]3[N:29]=[C:28](Cl)[N:27]=[C:26]([C:31]([NH:33][CH2:34][CH3:35])=[O:32])[CH:25]=3)[CH2:20][CH2:19]2)=[CH:14][C:13]([C:36]2[N:37]=[N:38][N:39]([CH3:42])[C:40]=2[CH3:41])=[CH:12][N:11]=1, predict the reaction product. The product is: [NH2:9][C:10]1[C:15]([O:16][CH2:17][CH:18]2[CH2:19][CH2:20][N:21]([C:24]3[N:29]=[C:28]([O:6][C@H:4]([CH3:5])[CH2:3][O:2][CH3:1])[N:27]=[C:26]([C:31]([NH:33][CH2:34][CH3:35])=[O:32])[CH:25]=3)[CH2:22][CH2:23]2)=[CH:14][C:13]([C:36]2[N:37]=[N:38][N:39]([CH3:42])[C:40]=2[CH3:41])=[CH:12][N:11]=1. (2) Given the reactants [N+:1]([C:4]1[CH:5]=[CH:6][C:7]([SH:10])=[N:8][CH:9]=1)([O-:3])=[O:2].[OH-].[Na+].Cl.Cl[CH2:15][C:16]1[CH:21]=[CH:20][CH:19]=[CH:18][N:17]=1, predict the reaction product. The product is: [N+:1]([C:4]1[CH:5]=[CH:6][C:7]([S:10][CH2:15][C:16]2[CH:21]=[CH:20][CH:19]=[CH:18][N:17]=2)=[N:8][CH:9]=1)([O-:3])=[O:2]. (3) The product is: [N:11]1[CH:12]=[CH:13][CH:14]=[CH:15][C:10]=1[C:8]([NH:7][C:1]1[CH:2]=[CH:3][C:4]([S:17]([Cl:16])(=[O:19])=[O:18])=[CH:5][CH:6]=1)=[O:9]. Given the reactants [C:1]1([NH:7][C:8]([C:10]2[CH:15]=[CH:14][CH:13]=[CH:12][N:11]=2)=[O:9])[CH:6]=[CH:5][CH:4]=[CH:3][CH:2]=1.[Cl:16][S:17](O)(=[O:19])=[O:18], predict the reaction product. (4) Given the reactants S([N:11]1[CH:15]=[CH:14][N:13]=[C:12]1[CH2:16][CH2:17][CH2:18][N:19]1C(=O)C2C(=CC=CC=2)C1=O)(C1C=CC(C)=CC=1)(=O)=O.O.NN, predict the reaction product. The product is: [NH:11]1[CH:15]=[CH:14][N:13]=[C:12]1[CH2:16][CH2:17][CH2:18][NH2:19]. (5) Given the reactants [CH3:1][O:2][C:3]1[CH:4]=[C:5]([C:11]2[S:15][C:14]3=[N:16][C:17]([CH3:20])=[C:18](I)[N:13]3[N:12]=2)[CH:6]=[CH:7][C:8]=1[O:9][CH3:10].[F:21][C:22]1[CH:23]=[C:24](B(O)O)[CH:25]=[CH:26][C:27]=1[S:28]([CH3:31])(=[O:30])=[O:29].C(=O)([O-])[O-].[K+].[K+].O, predict the reaction product. The product is: [CH3:1][O:2][C:3]1[CH:4]=[C:5]([C:11]2[S:15][C:14]3=[N:16][C:17]([CH3:20])=[C:18]([C:24]4[CH:25]=[CH:26][C:27]([S:28]([CH3:31])(=[O:29])=[O:30])=[C:22]([F:21])[CH:23]=4)[N:13]3[N:12]=2)[CH:6]=[CH:7][C:8]=1[O:9][CH3:10]. (6) Given the reactants [Cl:1][C:2]1[CH:37]=[CH:36][C:5]([C:6]([C:8]2[CH:13]=[CH:12][CH:11]=[CH:10][C:9]=2[C:14]2[C:15]([C@@H:20]([NH:29][S@@](C(C)(C)C)=O)[CH2:21][C:22]([O:24][C:25]([CH3:28])([CH3:27])[CH3:26])=[O:23])=[N:16][O:17][C:18]=2[CH3:19])=O)=[CH:4][CH:3]=1.C(Cl)(=O)C.C([O-])(=O)C.ClC1C=CC(C2C3C=CC=CC=3C3=C(C)ON=C3[C@H](CC(OCC)=O)N=2)=CC=1, predict the reaction product. The product is: [Cl:1][C:2]1[CH:37]=[CH:36][C:5]([C:6]2[C:8]3[CH:13]=[CH:12][CH:11]=[CH:10][C:9]=3[C:14]3=[C:18]([CH3:19])[O:17][N:16]=[C:15]3[C@H:20]([CH2:21][C:22]([O:24][C:25]([CH3:28])([CH3:27])[CH3:26])=[O:23])[N:29]=2)=[CH:4][CH:3]=1. (7) Given the reactants [CH2:1]([C:8]1[CH:13]=[CH:12][C:11]([OH:14])=[C:10]([Br:15])[CH:9]=1)[C:2]1[CH:7]=[CH:6][CH:5]=[CH:4][CH:3]=1.[N+:16]([O-])([OH:18])=[O:17].[NH4+].[OH-], predict the reaction product. The product is: [CH2:1]([C:8]1[CH:13]=[C:12]([N+:16]([O-:18])=[O:17])[C:11]([OH:14])=[C:10]([Br:15])[CH:9]=1)[C:2]1[CH:3]=[CH:4][CH:5]=[CH:6][CH:7]=1.